Dataset: Forward reaction prediction with 1.9M reactions from USPTO patents (1976-2016). Task: Predict the product of the given reaction. Given the reactants [Br:1][C:2]1[CH:7]=[C:6]([I:8])[CH:5]=[CH:4][C:3]=1[OH:9].Cl[C:11]([F:16])([F:15])C([O-])=O.[Na+].C(=O)([O-])[O-].[K+].[K+], predict the reaction product. The product is: [Br:1][C:2]1[CH:7]=[C:6]([I:8])[CH:5]=[CH:4][C:3]=1[O:9][CH:11]([F:16])[F:15].